This data is from Forward reaction prediction with 1.9M reactions from USPTO patents (1976-2016). The task is: Predict the product of the given reaction. (1) Given the reactants [NH:1]1[CH2:5][CH2:4][CH2:3][CH2:2]1.[Br:6][CH2:7][C:8]1[CH:16]=[CH:15][C:11]([C:12](Cl)=[O:13])=[CH:10][CH:9]=1.CCN(C(C)C)C(C)C.Cl, predict the reaction product. The product is: [Br:6][CH2:7][C:8]1[CH:16]=[CH:15][C:11]([C:12]([N:1]2[CH2:5][CH2:4][CH2:3][CH2:2]2)=[O:13])=[CH:10][CH:9]=1. (2) Given the reactants [Cl:1][C:2]1[CH:7]=[CH:6][C:5]([C:8]2[C:17]3[C:12](=[CH:13][CH:14]=[C:15]([OH:18])[CH:16]=3)[C:11](=[O:19])[N:10]([CH2:20][CH:21]([CH3:23])[CH3:22])[C:9]=2[CH2:24][NH:25][C:26](=[O:32])[O:27][C:28]([CH3:31])([CH3:30])[CH3:29])=[CH:4][CH:3]=1.[H-].[Na+].I[CH2:36][C:37]([NH2:39])=[O:38].O, predict the reaction product. The product is: [NH2:39][C:37](=[O:38])[CH2:36][O:18][C:15]1[CH:16]=[C:17]2[C:12](=[CH:13][CH:14]=1)[C:11](=[O:19])[N:10]([CH2:20][CH:21]([CH3:23])[CH3:22])[C:9]([CH2:24][NH:25][C:26](=[O:32])[O:27][C:28]([CH3:30])([CH3:29])[CH3:31])=[C:8]2[C:5]1[CH:4]=[CH:3][C:2]([Cl:1])=[CH:7][CH:6]=1. (3) Given the reactants [CH3:1][C:2]1[C:6]([CH:7]=[O:8])=[CH:5][NH:4][N:3]=1.C(=O)([O-])[O-].[K+].[K+].F[C:16]1[C:21]([C:22]([O:24][CH3:25])=[O:23])=[CH:20][CH:19]=[CH:18][N:17]=1.CN(C)C=O, predict the reaction product. The product is: [CH:7]([C:6]1[C:2]([CH3:1])=[N:3][N:4]([C:16]2[C:21]([C:22]([O:24][CH3:25])=[O:23])=[CH:20][CH:19]=[CH:18][N:17]=2)[CH:5]=1)=[O:8]. (4) Given the reactants [F-].C([N+](CCCC)(CCCC)CCCC)CCC.[Br:19][C:20]1[CH:25]=[CH:24][C:23]([C:26](=[O:31])[C:27]([F:30])([F:29])[F:28])=[C:22]([Cl:32])[C:21]=1[F:33].C[Si](C)(C)[C:36]([F:39])([F:38])[F:37].C1COCC1, predict the reaction product. The product is: [Br:19][C:20]1[CH:25]=[CH:24][C:23]([C:26]([OH:31])([C:36]([F:39])([F:38])[F:37])[C:27]([F:30])([F:28])[F:29])=[C:22]([Cl:32])[C:21]=1[F:33]. (5) Given the reactants C([NH:4][C@:5]1([C:22](NC(C)(C)C)=[O:23])[C@@H:9]([CH2:10][CH2:11][CH2:12][B:13]2[O:17]C(C)(C)C(C)(C)[O:14]2)[CH2:8][NH:7][CH2:6]1)(=O)C.Cl.C(O)(=[O:32])C, predict the reaction product. The product is: [NH2:4][C@:5]1([C:22]([OH:23])=[O:32])[C@@H:9]([CH2:10][CH2:11][CH2:12][B:13]([OH:14])[OH:17])[CH2:8][NH:7][CH2:6]1. (6) Given the reactants Br[C:2]1[C:10]2[N:9]3[CH2:11][CH2:12][CH2:13][NH:14][C:15](=[O:16])[C:8]3=[C:7]([CH3:17])[C:6]=2[CH:5]=[C:4]([C:18]#[N:19])[CH:3]=1.[F:20][C:21]1[N:26]=[CH:25][C:24](B(O)O)=[CH:23][CH:22]=1, predict the reaction product. The product is: [F:20][C:21]1[N:26]=[CH:25][C:24]([C:2]2[C:10]3[N:9]4[CH2:11][CH2:12][CH2:13][NH:14][C:15](=[O:16])[C:8]4=[C:7]([CH3:17])[C:6]=3[CH:5]=[C:4]([C:18]#[N:19])[CH:3]=2)=[CH:23][CH:22]=1. (7) Given the reactants [OH:1][CH:2]([C:4]1[C:5]([NH:12][C:13]2[CH:14]=[C:15]([NH:19][C:20](=[O:26])[O:21][C:22]([CH3:25])([CH3:24])[CH3:23])[CH:16]=[CH:17][CH:18]=2)=[N:6][C:7]([S:10][CH3:11])=[N:8][CH:9]=1)[CH3:3].C[N+]1([O-])CCOCC1.CO.CCOC(C)=O, predict the reaction product. The product is: [C:2]([C:4]1[C:5]([NH:12][C:13]2[CH:14]=[C:15]([NH:19][C:20](=[O:26])[O:21][C:22]([CH3:25])([CH3:24])[CH3:23])[CH:16]=[CH:17][CH:18]=2)=[N:6][C:7]([S:10][CH3:11])=[N:8][CH:9]=1)(=[O:1])[CH3:3].